Dataset: Reaction yield outcomes from USPTO patents with 853,638 reactions. Task: Predict the reaction yield, written as a fraction of the theoretical maximum amount of product (1.0 means a 100% yield; for example, 0.34 means a 34% yield). The reactants are C([Mg]Cl)(C)C.[Br:6][C:7]1[C:8]([F:14])=[N:9][CH:10]=[CH:11][C:12]=1I.[CH:15]1([CH2:18][NH:19][C:20]2[C:25](I)=[CH:24][N:23]=[C:22]([NH2:27])[N:21]=2)[CH2:17][CH2:16]1. The catalyst is CCOCC.C1COCC1.[Cl-].[Zn+2].[Cl-].C1C=CC([P]([Pd]([P](C2C=CC=CC=2)(C2C=CC=CC=2)C2C=CC=CC=2)([P](C2C=CC=CC=2)(C2C=CC=CC=2)C2C=CC=CC=2)[P](C2C=CC=CC=2)(C2C=CC=CC=2)C2C=CC=CC=2)(C2C=CC=CC=2)C2C=CC=CC=2)=CC=1. The product is [Br:6][C:7]1[C:8]([F:14])=[N:9][CH:10]=[CH:11][C:12]=1[C:25]1[C:20]([NH:19][CH2:18][CH:15]2[CH2:16][CH2:17]2)=[N:21][C:22]([NH2:27])=[N:23][CH:24]=1. The yield is 0.801.